From a dataset of Reaction yield outcomes from USPTO patents with 853,638 reactions. Predict the reaction yield, written as a fraction of the theoretical maximum amount of product (1.0 means a 100% yield; for example, 0.34 means a 34% yield). The reactants are [Br:1][C:2]1[CH:3]=[C:4]([CH:15]=[C:16]([O:18][CH3:19])[CH:17]=1)[CH2:5][NH:6][C:7]1[C:12]([Cl:13])=[CH:11][N:10]=[C:9](Cl)[N:8]=1.[NH2:20][C:21]1[CH:22]=[C:23]([CH2:27][CH2:28][CH2:29][OH:30])[CH:24]=[CH:25][CH:26]=1.O.C1(C)C=CC(S(O)(=O)=O)=CC=1.C([O-])(O)=O.[Na+]. The catalyst is O1CCOCC1. The product is [Br:1][C:2]1[CH:3]=[C:4]([CH:15]=[C:16]([O:18][CH3:19])[CH:17]=1)[CH2:5][NH:6][C:7]1[C:12]([Cl:13])=[CH:11][N:10]=[C:9]([NH:20][C:21]2[CH:22]=[C:23]([CH2:27][CH2:28][CH2:29][OH:30])[CH:24]=[CH:25][CH:26]=2)[N:8]=1. The yield is 0.990.